Dataset: Forward reaction prediction with 1.9M reactions from USPTO patents (1976-2016). Task: Predict the product of the given reaction. (1) Given the reactants [F:1][C:2]([F:15])([F:14])[O:3][C:4]1[CH:13]=[CH:12][C:7]2[N:8]=[C:9]([NH2:11])[S:10][C:6]=2[CH:5]=1.[Cl:16][C:17]1[CH:25]=[CH:24][C:20]([C:21](Cl)=[O:22])=[CH:19][CH:18]=1.Br[CH:27]([CH2:32][CH3:33])[C:28]([O:30]C)=[O:29].COC1C=CC2N=C(N)SC=2C=1.ClC1C=C(C=CC=1)C(Cl)=O.BrCC(OCC)=O, predict the reaction product. The product is: [Cl:16][C:17]1[CH:25]=[CH:24][C:20]([C:21]([N:11]=[C:9]2[N:8]([CH:27]([CH2:32][CH3:33])[C:28]([OH:30])=[O:29])[C:7]3[CH:12]=[CH:13][C:4]([O:3][C:2]([F:1])([F:14])[F:15])=[CH:5][C:6]=3[S:10]2)=[O:22])=[CH:19][CH:18]=1. (2) Given the reactants [C:1]1([C:7]2[CH:14]=[CH:13][CH:12]=[CH:11][C:8]=2[CH2:9]Br)[CH:6]=[CH:5][CH:4]=[CH:3][CH:2]=1.[CH2:15]([N:22]1[C:30]2[C:25](=[CH:26][CH:27]=[C:28]([CH2:31][C:32]([OH:34])=[O:33])[CH:29]=2)[CH:24]=[CH:23]1)[C:16]1[CH:21]=[CH:20][CH:19]=[CH:18][CH:17]=1, predict the reaction product. The product is: [C:7]1([C:1]2[CH:6]=[CH:5][CH:4]=[CH:3][CH:2]=2)[CH:14]=[CH:13][CH:12]=[CH:11][C:8]=1[CH2:9][N:22]1[C:30]2[C:25](=[CH:26][CH:27]=[C:28]([CH2:31][C:32]([OH:34])=[O:33])[CH:29]=2)[CH:24]=[CH:23]1.[CH2:15]([N:22]1[C:30]2[C:25](=[CH:26][CH:27]=[C:28]([CH2:31][C:32]([OH:34])=[O:33])[CH:29]=2)[CH:24]=[CH:23]1)[C:16]1[CH:17]=[CH:18][CH:19]=[CH:20][CH:21]=1. (3) Given the reactants C(O[C:6]([N:8]1[CH2:12][C:11](=[N:13][O:14][CH3:15])[CH2:10][C@H:9]1[C:16]([OH:18])=O)=[O:7])(C)(C)C.[CH3:19][C:20]1[CH:25]=[CH:24][CH:23]=[CH:22][C:21]=1[C:26]1[CH:31]=[CH:30][C:29](C(O)=O)=[C:28]([CH3:35])[CH:27]=1.[NH2:36][CH2:37][CH2:38][C:39]1[CH:44]=[CH:43][C:42]([OH:45])=[CH:41][CH:40]=1, predict the reaction product. The product is: [CH3:19][C:20]1[CH:25]=[CH:24][CH:23]=[CH:22][C:21]=1[C:26]1[CH:31]=[CH:30][C:29]([C:6]([N:8]2[CH2:12][C:11](=[N:13][O:14][CH3:15])[CH2:10][C@H:9]2[C:16]([NH:36][CH2:37][CH2:38][C:39]2[CH:44]=[CH:43][C:42]([OH:45])=[CH:41][CH:40]=2)=[O:18])=[O:7])=[C:28]([CH3:35])[CH:27]=1. (4) Given the reactants [CH3:1][N:2]1[C:6]([C:7]2[CH:8]=[C:9]([NH:13][C:14]([NH:16][CH2:17][C@@H:18]3[CH2:23][CH2:22][CH2:21][CH2:20][C@H:19]3[NH:24][CH2:25][CH2:26][CH2:27][C:28]3[CH:33]=[CH:32][C:31]([F:34])=[CH:30][CH:29]=3)=[O:15])[CH:10]=[CH:11][CH:12]=2)=[N:5][N:4]=[N:3]1.C=O.[C:37]([BH3-])#N.[Na+], predict the reaction product. The product is: [CH3:1][N:2]1[C:6]([C:7]2[CH:8]=[C:9]([NH:13][C:14]([NH:16][CH2:17][C@@H:18]3[CH2:23][CH2:22][CH2:21][CH2:20][C@H:19]3[N:24]([CH2:25][CH2:26][CH2:27][C:28]3[CH:29]=[CH:30][C:31]([F:34])=[CH:32][CH:33]=3)[CH3:37])=[O:15])[CH:10]=[CH:11][CH:12]=2)=[N:5][N:4]=[N:3]1. (5) Given the reactants [C:1]([CH2:3][CH:4]1[CH2:9][CH2:8][N:7]([C:10]2[CH:15]=[CH:14][C:13]([N:16]3[CH2:20][C@H:19]([CH2:21][NH:22][C:23](=[O:25])[CH3:24])[O:18][C:17]3=[O:26])=[CH:12][C:11]=2[F:27])[CH2:6][CH2:5]1)#[N:2].N[NH:29][C:30]([NH2:32])=[S:31], predict the reaction product. The product is: [NH2:32][C:30]1[S:31][C:1]([CH2:3][CH:4]2[CH2:5][CH2:6][N:7]([C:10]3[CH:15]=[CH:14][C:13]([N:16]4[CH2:20][C@H:19]([CH2:21][NH:22][C:23](=[O:25])[CH3:24])[O:18][C:17]4=[O:26])=[CH:12][C:11]=3[F:27])[CH2:8][CH2:9]2)=[N:2][N:29]=1. (6) Given the reactants [CH3:1][N:2]1[C:6]([CH3:7])=[C:5]([NH:8][C:9]([O:11][C@@H:12]([C:14]2[CH:19]=[CH:18][CH:17]=[CH:16][CH:15]=2)[CH3:13])=[O:10])[C:4]([C:20]2[CH:28]=[CH:27][C:23]([C:24]([OH:26])=O)=[CH:22][CH:21]=2)=[N:3]1.Cl.C[O:31][C:32](=[O:44])[C@H:33]([NH2:43])[CH2:34][C:35]1[CH:40]=[CH:39][C:38]([F:41])=[C:37]([F:42])[CH:36]=1, predict the reaction product. The product is: [F:42][C:37]1[CH:36]=[C:35]([CH2:34][C@@H:33]([NH:43][C:24](=[O:26])[C:23]2[CH:22]=[CH:21][C:20]([C:4]3[C:5]([NH:8][C:9]([O:11][C@@H:12]([C:14]4[CH:15]=[CH:16][CH:17]=[CH:18][CH:19]=4)[CH3:13])=[O:10])=[C:6]([CH3:7])[N:2]([CH3:1])[N:3]=3)=[CH:28][CH:27]=2)[C:32]([OH:44])=[O:31])[CH:40]=[CH:39][C:38]=1[F:41]. (7) Given the reactants [CH:1]([C:4]1[CH:5]=[C:6]([C@@H:10]([NH2:15])[CH2:11][CH:12]([CH3:14])[CH3:13])[CH:7]=[CH:8][CH:9]=1)([CH3:3])[CH3:2].C([O:20][C:21]([C:23]1[CH:28]=[CH:27][CH:26]=[CH:25][C:24]=1[C:29]1[CH:34]=[CH:33][C:32]([CH2:35][N:36]2[C:44]3[C:39](=[CH:40][C:41]([C:45](O)=[O:46])=[CH:42][CH:43]=3)[C:38]([CH3:48])=[C:37]2[CH3:49])=[CH:31][CH:30]=1)=[O:22])(C)(C)C, predict the reaction product. The product is: [CH:1]([C:4]1[CH:5]=[C:6]([C@@H:10]([NH:15][C:45]([C:41]2[CH:40]=[C:39]3[C:44](=[CH:43][CH:42]=2)[N:36]([CH2:35][C:32]2[CH:31]=[CH:30][C:29]([C:24]4[C:23]([C:21]([OH:22])=[O:20])=[CH:28][CH:27]=[CH:26][CH:25]=4)=[CH:34][CH:33]=2)[C:37]([CH3:49])=[C:38]3[CH3:48])=[O:46])[CH2:11][CH:12]([CH3:14])[CH3:13])[CH:7]=[CH:8][CH:9]=1)([CH3:3])[CH3:2]. (8) Given the reactants [CH2:1]([O:8][C:9]1[C:35]([Cl:36])=[CH:34][C:12]([C:13]([NH:15][C:16]2[CH:21]=[CH:20][CH:19]=[CH:18][C:17]=2[O:22][CH2:23][CH2:24][CH2:25][O:26][Si](C(C)(C)C)(C)C)=[O:14])=[CH:11][C:10]=1[Cl:37])[C:2]1[CH:7]=[CH:6][CH:5]=[CH:4][CH:3]=1.[F-].C([N+](CCCC)(CCCC)CCCC)CCC.C(O)(=O)CC(CC(O)=O)(C(O)=O)O, predict the reaction product. The product is: [CH2:1]([O:8][C:9]1[C:10]([Cl:37])=[CH:11][C:12]([C:13]([NH:15][C:16]2[CH:21]=[CH:20][CH:19]=[CH:18][C:17]=2[O:22][CH2:23][CH2:24][CH2:25][OH:26])=[O:14])=[CH:34][C:35]=1[Cl:36])[C:2]1[CH:3]=[CH:4][CH:5]=[CH:6][CH:7]=1.